From a dataset of Full USPTO retrosynthesis dataset with 1.9M reactions from patents (1976-2016). Predict the reactants needed to synthesize the given product. (1) Given the product [OH:12][CH2:13][CH2:14][O:15][CH2:16][CH2:17][O:18][CH2:19][CH2:20][O:21][C:22]1[C:30]([N+:31]([O-:33])=[O:32])=[CH:29][CH:28]=[CH:27][C:23]=1[C:24]([NH:3][CH3:2])=[O:25], predict the reactants needed to synthesize it. The reactants are: C[CH2:2][N:3]=C=NCCCN(C)C.[OH:12][CH2:13][CH2:14][O:15][CH2:16][CH2:17][O:18][CH2:19][CH2:20][O:21][C:22]1[C:30]([N+:31]([O-:33])=[O:32])=[CH:29][CH:28]=[CH:27][C:23]=1[C:24](O)=[O:25].Cl.CN.C(N(CC)C(C)C)(C)C.OC1C2N=NNC=2C=CC=1. (2) Given the product [Cl:18][C:11]1[C:12]([C:14]([F:17])([F:15])[F:16])=[CH:13][C:8]2[N:7]=[C:22]([C:24]3[CH:29]=[CH:28][CH:27]=[C:26]([C:30]4[CH:35]=[C:34]([CH3:36])[N:33]=[C:32]([CH3:37])[CH:31]=4)[CH:25]=3)[CH2:21][C:20](=[O:38])[NH:19][C:9]=2[CH:10]=1, predict the reactants needed to synthesize it. The reactants are: C(OC(=O)[NH:7][C:8]1[CH:13]=[C:12]([C:14]([F:17])([F:16])[F:15])[C:11]([Cl:18])=[CH:10][C:9]=1[NH:19][C:20](=[O:38])[CH2:21][C:22]([C:24]1[CH:29]=[CH:28][CH:27]=[C:26]([C:30]2[CH:35]=[C:34]([CH3:36])[N:33]=[C:32]([CH3:37])[CH:31]=2)[CH:25]=1)=O)(C)(C)C.C(O)(C(F)(F)F)=O. (3) Given the product [Br:24][CH:15]1[CH2:14][CH2:13][O:12][C:11]2[CH:18]=[C:7]([N:6]3[CH2:5][CH:4]([CH2:19][NH:20][C:21](=[O:23])[CH3:22])[O:3][C:2]3=[O:1])[CH:8]=[CH:9][C:10]=2[C:16]1=[O:17], predict the reactants needed to synthesize it. The reactants are: [O:1]=[C:2]1[N:6]([C:7]2[CH:8]=[CH:9][C:10]3[C:16](=[O:17])[CH2:15][CH2:14][CH2:13][O:12][C:11]=3[CH:18]=2)[CH2:5][CH:4]([CH2:19][NH:20][C:21](=[O:23])[CH3:22])[O:3]1.[Br:24]N1C(=O)CCC1=O.